The task is: Predict which catalyst facilitates the given reaction.. This data is from Catalyst prediction with 721,799 reactions and 888 catalyst types from USPTO. (1) Reactant: [CH2:1]([O:3][C:4](=[O:20])[C:5]1[CH:10]=[CH:9][CH:8]=[C:7]([O:11][C:12]2[CH:17]=[CH:16][C:15]([F:18])=[CH:14][CH:13]=2)[C:6]=1[CH3:19])[CH3:2].[Br:21]N1C(=O)CCC1=O. Product: [CH2:1]([O:3][C:4](=[O:20])[C:5]1[CH:10]=[CH:9][CH:8]=[C:7]([O:11][C:12]2[CH:13]=[CH:14][C:15]([F:18])=[CH:16][CH:17]=2)[C:6]=1[CH2:19][Br:21])[CH3:2]. The catalyst class is: 340. (2) Reactant: [Cl:1][C:2]([Cl:14])([Cl:13])[CH2:3][O:4][C:5]([NH:7][C:8]1[CH:12]=[CH:11][O:10][N:9]=1)=[O:6].O[CH2:16][C@@H:17]1[O:21][C:20](=[O:22])[N:19]([C:23]2[CH:28]=[CH:27][C:26]([C:29]3[CH2:34][CH2:33][N:32]([CH2:35][C:36]4[CH:41]=[CH:40][CH:39]=[CH:38][CH:37]=4)[CH2:31][CH:30]=3)=[C:25]([F:42])[CH:24]=2)[CH2:18]1.C(P(CCCC)CCCC)CCC.N(C(N1CCCCC1)=O)=NC(N1CCCCC1)=O. Product: [O:10]1[CH:11]=[CH:12][C:8]([N:7]([CH2:16][C@@H:17]2[O:21][C:20](=[O:22])[N:19]([C:23]3[CH:28]=[CH:27][C:26]([C:29]4[CH2:34][CH2:33][N:32]([CH2:35][C:36]5[CH:41]=[CH:40][CH:39]=[CH:38][CH:37]=5)[CH2:31][CH:30]=4)=[C:25]([F:42])[CH:24]=3)[CH2:18]2)[C:5]([O:4][CH2:3][C:2]([Cl:1])([Cl:13])[Cl:14])=[O:6])=[N:9]1. The catalyst class is: 7. (3) Reactant: [NH2:1][CH2:2][CH2:3][CH2:4][C@H:5]([NH:9][C:10]([C:12]1[C:13](=[O:26])[N:14]([CH2:18][C:19]2[CH:24]=[CH:23][CH:22]=[CH:21][C:20]=2[Cl:25])[CH:15]=[CH:16][CH:17]=1)=[O:11])[C:6]([OH:8])=[O:7].[C:27]([OH:33])([C:29]([F:32])([F:31])[F:30])=[O:28].C(O)C.Cl.[C:38](=[NH:43])(OCC)[CH3:39]. Product: [Cl:25][C:20]1[CH:21]=[CH:22][CH:23]=[CH:24][C:19]=1[CH2:18][N:14]1[CH:15]=[CH:16][CH:17]=[C:12]([C:10]([NH:9][C@@H:5]([CH2:4][CH2:3][CH2:2][NH:1][C:38](=[NH:43])[CH3:39])[C:6]([OH:8])=[O:7])=[O:11])[C:13]1=[O:26].[C:27]([OH:33])([C:29]([F:32])([F:31])[F:30])=[O:28]. The catalyst class is: 424.